From a dataset of Ames mutagenicity test results for genotoxicity prediction. Regression/Classification. Given a drug SMILES string, predict its toxicity properties. Task type varies by dataset: regression for continuous values (e.g., LD50, hERG inhibition percentage) or binary classification for toxic/non-toxic outcomes (e.g., AMES mutagenicity, cardiotoxicity, hepatotoxicity). Dataset: ames. (1) The molecule is Nc1nc(Cl)cc(Cl)n1. The result is 0 (non-mutagenic). (2) The compound is CCCC(=O)OCCC(C)C. The result is 0 (non-mutagenic). (3) The drug is BrCCCBr. The result is 0 (non-mutagenic). (4) The molecule is O=C/C(CCl)=C(\Cl)C(=O)O. The result is 1 (mutagenic).